Dataset: Full USPTO retrosynthesis dataset with 1.9M reactions from patents (1976-2016). Task: Predict the reactants needed to synthesize the given product. (1) The reactants are: [NH2:1][C@@H:2]([CH3:5])[CH2:3][OH:4].[Cl:6][C:7]1[CH:12]=[CH:11][CH:10]=[C:9](I)[CH:8]=1.P([O-])([O-])([O-])=O.[K+].[K+].[K+].C(O)CO. Given the product [Cl:6][C:7]1[CH:8]=[C:9]([NH:1][C@@H:2]([CH3:5])[CH2:3][OH:4])[CH:10]=[CH:11][CH:12]=1, predict the reactants needed to synthesize it. (2) Given the product [NH2:8][C:9]1[CH:14]=[CH:13][N:12]=[CH:11][C:10]=1/[CH:15]=[CH:16]/[C:17]1[C:25]2[C:20](=[CH:21][CH:22]=[C:23]([CH:26]=[O:27])[CH:24]=2)[NH:19][N:18]=1, predict the reactants needed to synthesize it. The reactants are: C(OC([NH:8][C:9]1[CH:14]=[CH:13][N:12]=[CH:11][C:10]=1/[CH:15]=[CH:16]/[C:17]1[C:25]2[C:20](=[CH:21][CH:22]=[C:23]([CH:26]=[O:27])[CH:24]=2)[NH:19][N:18]=1)=O)(C)(C)C.FC(F)(F)C(O)=O.[OH-].[Na+].